Dataset: Catalyst prediction with 721,799 reactions and 888 catalyst types from USPTO. Task: Predict which catalyst facilitates the given reaction. (1) Reactant: [CH2:1]([S:3]([C:6]1[CH:7]=[C:8]([C:12]2[CH:20]=[C:19]([C:21]([NH:23][CH:24]3[CH2:29][CH2:28][N:27]([CH3:30])[CH2:26][CH2:25]3)=[O:22])[C:18]([CH3:31])=[C:17]3[C:13]=2[C:14]2[CH:35]=[C:34]([CH3:36])[CH:33]=[N:32][C:15]=2[NH:16]3)[CH:9]=[CH:10][CH:11]=1)(=[O:5])=[O:4])[CH3:2].[C:37]([OH:44])(=[O:43])[CH2:38][CH2:39][C:40]([OH:42])=[O:41]. Product: [CH2:1]([S:3]([C:6]1[CH:7]=[C:8]([C:12]2[CH:20]=[C:19]([C:21]([NH:23][CH:24]3[CH2:25][CH2:26][N:27]([CH3:30])[CH2:28][CH2:29]3)=[O:22])[C:18]([CH3:31])=[C:17]3[C:13]=2[C:14]2[CH:35]=[C:34]([CH3:36])[CH:33]=[N:32][C:15]=2[NH:16]3)[CH:9]=[CH:10][CH:11]=1)(=[O:4])=[O:5])[CH3:2].[C:37]([OH:44])(=[O:43])[CH2:38][CH2:39][C:40]([OH:42])=[O:41].[CH2:1]([S:3]([C:6]1[CH:7]=[C:8]([C:12]2[CH:20]=[C:19]([C:21]([NH:23][CH:24]3[CH2:25][CH2:26][N:27]([CH3:30])[CH2:28][CH2:29]3)=[O:22])[C:18]([CH3:31])=[C:17]3[C:13]=2[C:14]2[CH:35]=[C:34]([CH3:36])[CH:33]=[N:32][C:15]=2[NH:16]3)[CH:9]=[CH:10][CH:11]=1)(=[O:4])=[O:5])[CH3:2]. The catalyst class is: 47. (2) Reactant: [Cl:1][C:2]1[N:7]2[N:8]=[C:9]([C:11]3[CH:16]=[CH:15][C:14]([F:17])=[CH:13][CH:12]=3)[CH:10]=[C:6]2[CH:5]=[CH:4][CH:3]=1.[Br:18]N1C(=O)CCC1=O.C(=O)(O)[O-].[Na+].CCOCC. Product: [Br:18][C:10]1[C:9]([C:11]2[CH:16]=[CH:15][C:14]([F:17])=[CH:13][CH:12]=2)=[N:8][N:7]2[C:2]([Cl:1])=[CH:3][CH:4]=[CH:5][C:6]=12. The catalyst class is: 7. (3) Reactant: [Cl:1]N1C(=O)CCC1=O.[Cl:9][CH2:10][C:11]1[N:12]=[C:13]2[CH:18]=[CH:17][CH:16]=[CH:15][N:14]2[CH:19]=1. Product: [Cl:1][C:19]1[N:14]2[CH:15]=[CH:16][CH:17]=[CH:18][C:13]2=[N:12][C:11]=1[CH2:10][Cl:9]. The catalyst class is: 2. (4) Reactant: [C:1]([O:5][C:6](=[O:27])[NH:7][C@@H:8]1[CH2:13][CH2:12][CH2:11][N:10]([C:14](=[O:26])[C:15]2[CH:20]=[CH:19][C:18]([NH:21][CH3:22])=[C:17]([N+:23]([O-])=O)[CH:16]=2)[CH2:9]1)([CH3:4])([CH3:3])[CH3:2].[F:28][C:29]([F:43])([F:42])[CH2:30][N:31]1[C:35]2=[N:36][CH:37]=[CH:38][CH:39]=[C:34]2[CH:33]=[C:32]1[CH:40]=O.S(S([O-])=O)([O-])=O.[Na+].[Na+]. Product: [C:1]([O:5][C:6](=[O:27])[NH:7][C@@H:8]1[CH2:13][CH2:12][CH2:11][N:10]([C:14]([C:15]2[CH:20]=[CH:19][C:18]3[N:21]([CH3:22])[C:40]([C:32]4[N:31]([CH2:30][C:29]([F:43])([F:42])[F:28])[C:35]5=[N:36][CH:37]=[CH:38][CH:39]=[C:34]5[CH:33]=4)=[N:23][C:17]=3[CH:16]=2)=[O:26])[CH2:9]1)([CH3:4])([CH3:2])[CH3:3]. The catalyst class is: 40. (5) Reactant: [CH3:1][C:2]1[CH:3]=[N+:4]([O-:11])[CH:5]=[CH:6][C:7]=1[N+:8]([O-:10])=[O:9].[N+]1([O-])C2C(=CC=CC=2)[CH:15]=[CH:14][CH:13]=1.[N+]([O-])(O)=O. Product: [N+:8]([C:7]1[C:2]2[C:3](=[CH:13][CH:14]=[CH:15][CH:1]=2)[N+:4]([O-:11])=[CH:5][CH:6]=1)([O-:10])=[O:9]. The catalyst class is: 65. (6) Reactant: [H-].[Na+].Cl[CH2:4][CH2:5][S:6](Cl)(=[O:8])=[O:7].[O:10]([C:17]1[CH:22]=[CH:21][C:20]([C:23]2[C:24]([NH2:29])=[N:25][CH:26]=[CH:27][CH:28]=2)=[CH:19][CH:18]=1)[C:11]1[CH:16]=[CH:15][CH:14]=[CH:13][CH:12]=1. Product: [O:10]([C:17]1[CH:22]=[CH:21][C:20]([C:23]2[C:24]3=[N:29][S:6](=[O:8])(=[O:7])[CH2:5][CH2:4][N:25]3[CH:26]=[CH:27][CH:28]=2)=[CH:19][CH:18]=1)[C:11]1[CH:12]=[CH:13][CH:14]=[CH:15][CH:16]=1. The catalyst class is: 1.